Dataset: Full USPTO retrosynthesis dataset with 1.9M reactions from patents (1976-2016). Task: Predict the reactants needed to synthesize the given product. (1) The reactants are: [CH:1]12[CH2:7][CH:4]([CH2:5][CH2:6]1)[CH2:3][CH:2]2[CH2:8][OH:9].[H-].[Na+].[F:12][C:13]1[CH:20]=[CH:19][CH:18]=[C:17](F)[C:14]=1[C:15]#[N:16]. Given the product [F:12][C:13]1[CH:20]=[CH:19][C:18]([O:9][CH2:8][CH:2]2[CH2:3][CH:4]3[CH2:7][CH:1]2[CH2:6][CH2:5]3)=[CH:17][C:14]=1[C:15]#[N:16], predict the reactants needed to synthesize it. (2) Given the product [C:25]([O:29][C:30]([N:32]1[CH2:33][CH2:34][CH:35]([C@@H:38]([C:39]2[CH:44]=[CH:43][C:42]([Br:45])=[CH:41][CH:40]=2)[OH:46])[CH2:36][CH2:37]1)=[O:31])([CH3:28])([CH3:26])[CH3:27], predict the reactants needed to synthesize it. The reactants are: B(Cl)([C@H]1[C@H](C)C2C(C)(C)C(CC2)C1)[C@H]1[C@H](C)C2C(C)(C)C(CC2)C1.[C:25]([O:29][C:30]([N:32]1[CH2:37][CH2:36][CH:35]([C:38](=[O:46])[C:39]2[CH:44]=[CH:43][C:42]([Br:45])=[CH:41][CH:40]=2)[CH2:34][CH2:33]1)=[O:31])([CH3:28])([CH3:27])[CH3:26]. (3) The reactants are: [NH2:1][C:2]1[N:7]=[CH:6][C:5](Br)=[CH:4][N:3]=1.CC(C1C=C(C(C)C)C(C2C=CC=CC=2P(C2CCCCC2)C2CCCCC2)=C(C(C)C)C=1)C.[Cl-].[C:44]([O:48][C:49](=[O:52])[CH2:50][Zn+])([CH3:47])([CH3:46])[CH3:45]. Given the product [NH2:1][C:2]1[N:7]=[CH:6][C:5]([CH2:50][C:49]([O:48][C:44]([CH3:47])([CH3:46])[CH3:45])=[O:52])=[CH:4][N:3]=1, predict the reactants needed to synthesize it. (4) Given the product [F:20][C:12]1([F:19])[C:13]2[C:18](=[CH:17][CH:16]=[CH:15][CH:14]=2)[CH:10]([N:6]2[C:5]([C:29]([OH:28])([CH3:30])[CH3:23])=[CH:9][N:8]=[CH:7]2)[C:11]1([CH3:22])[CH3:21], predict the reactants needed to synthesize it. The reactants are: COC([C:5]1[N:6]([CH:10]2[C:18]3[C:13](=[CH:14][CH:15]=[CH:16][CH:17]=3)[C:12]([F:20])([F:19])[C:11]2([CH3:22])[CH3:21])[CH:7]=[N:8][CH:9]=1)=O.[CH3:23][Mg]Br.C([O:28][CH2:29][CH3:30])C. (5) Given the product [CH3:1][C:2]1[C:6]2[C:7](=[O:19])[N:8]([CH2:11][CH2:12][N:13]3[CH2:14][CH2:15][O:16][CH2:17][CH2:18]3)[CH2:9][CH2:10][C:5]=2[NH:4][C:3]=1[CH:20]=[C:31]1[C:30]2[C:25](=[CH:26][CH:27]=[C:28]([NH:32][CH:33]=[O:34])[CH:29]=2)[NH:24][C:23]1=[O:22], predict the reactants needed to synthesize it. The reactants are: [CH3:1][C:2]1[C:6]2[C:7](=[O:19])[N:8]([CH2:11][CH2:12][N:13]3[CH2:18][CH2:17][O:16][CH2:15][CH2:14]3)[CH2:9][CH2:10][C:5]=2[NH:4][C:3]=1[CH:20]=O.[O:22]=[C:23]1[CH2:31][C:30]2[C:25](=[CH:26][CH:27]=[C:28]([NH:32][CH:33]=[O:34])[CH:29]=2)[NH:24]1. (6) The reactants are: [H-].[Na+].[O:3]=[C:4]([CH3:14])[CH2:5][P:6](=[O:13])([O:10][CH2:11][CH3:12])[O:7][CH2:8][CH3:9].[Li+].CC([N-]C(C)C)C.[C:23](OCC)(=[O:30])[C:24]1[CH:29]=[CH:28][CH:27]=[CH:26][CH:25]=1. Given the product [OH:30][C:23]([C:24]1[CH:29]=[CH:28][CH:27]=[CH:26][CH:25]=1)=[CH:14][C:4](=[O:3])[CH2:5][P:6](=[O:13])([O:7][CH2:8][CH3:9])[O:10][CH2:11][CH3:12], predict the reactants needed to synthesize it. (7) Given the product [C:20]([C:22]1[N:26]([CH3:27])[C:25]([C:2]2[CH:7]=[CH:6][C:5]([S:8]([NH:11][CH2:12][CH:13]3[CH2:15][CH2:14]3)(=[O:10])=[O:9])=[C:4]([C:16]([F:19])([F:18])[F:17])[CH:3]=2)=[CH:24][CH:23]=1)#[N:21], predict the reactants needed to synthesize it. The reactants are: Br[C:2]1[CH:7]=[CH:6][C:5]([S:8]([NH:11][CH2:12][CH:13]2[CH2:15][CH2:14]2)(=[O:10])=[O:9])=[C:4]([C:16]([F:19])([F:18])[F:17])[CH:3]=1.[C:20]([C:22]1[N:26]([CH3:27])[C:25](B(O)O)=[CH:24][CH:23]=1)#[N:21].[F-].[K+].